Dataset: Peptide-MHC class I binding affinity with 185,985 pairs from IEDB/IMGT. Task: Regression. Given a peptide amino acid sequence and an MHC pseudo amino acid sequence, predict their binding affinity value. This is MHC class I binding data. (1) The peptide sequence is REVYDFAF. The MHC is H-2-Kb with pseudo-sequence H-2-Kb. The binding affinity (normalized) is 0. (2) The MHC is HLA-C07:02 with pseudo-sequence HLA-C07:02. The binding affinity (normalized) is 0.459. The peptide sequence is YSFSRAYTL. (3) The peptide sequence is FLRFGDFKL. The MHC is HLA-A02:50 with pseudo-sequence HLA-A02:50. The binding affinity (normalized) is 1.00. (4) The peptide sequence is SLYDEHIKK. The MHC is HLA-A33:01 with pseudo-sequence HLA-A33:01. The binding affinity (normalized) is 0.149.